This data is from Catalyst prediction with 721,799 reactions and 888 catalyst types from USPTO. The task is: Predict which catalyst facilitates the given reaction. (1) Reactant: [CH3:1][C:2]1[C:3]([C:17]([NH:19][C:20]2[CH:25]=[CH:24][C:23]([S:26]([CH3:29])(=[O:28])=[O:27])=[CH:22][CH:21]=2)=[O:18])=[CH:4][NH:5][C:6]=1[C:7]1[CH:12]=[CH:11][CH:10]=[CH:9][C:8]=1[C:13]([F:16])([F:15])[F:14].CC(C)([O-])C.[Na+].[CH3:36][C@H:37]1[C@H:41]([CH3:42])OS(=O)(=O)[O:38]1.Cl. Product: [OH:38][C@@H:37]([CH3:36])[C@H:41]([N:5]1[C:6]([C:7]2[CH:12]=[CH:11][CH:10]=[CH:9][C:8]=2[C:13]([F:16])([F:14])[F:15])=[C:2]([CH3:1])[C:3]([C:17]([NH:19][C:20]2[CH:25]=[CH:24][C:23]([S:26]([CH3:29])(=[O:28])=[O:27])=[CH:22][CH:21]=2)=[O:18])=[CH:4]1)[CH3:42]. The catalyst class is: 80. (2) Reactant: [N+:1]([C:4]1[CH:5]=[C:6]([C:14]([O:16]C)=O)[CH:7]=[C:8]([CH:13]=1)[C:9]([O:11]C)=O)([O-:3])=[O:2].[NH2:18][CH:19]([CH2:22][OH:23])[CH2:20][OH:21]. Product: [OH:21][CH2:20][CH:19]([NH:18][C:9](=[O:11])[C:8]1[CH:13]=[C:4]([N+:1]([O-:3])=[O:2])[CH:5]=[C:6]([C:14]([NH:18][CH:19]([CH2:22][OH:23])[CH2:20][OH:21])=[O:16])[CH:7]=1)[CH2:22][OH:23]. The catalyst class is: 5. (3) Reactant: [CH3:1][C:2]([NH:14][C@@H:15]1[CH2:19][C@H:18]([C:20]2[CH:25]=[CH:24][CH:23]=[C:22]([O:26][C:27]([F:30])([F:29])[F:28])[CH:21]=2)[N:17]([C:31]2[CH:36]=[CH:35][C:34]([C:37]([F:40])([F:39])[F:38])=[CH:33][CH:32]=2)[C:16]1=[O:41])([C:4]1[CH:9]=[CH:8][N:7]=[C:6]([C:10]([F:13])([F:12])[F:11])[N:5]=1)[CH3:3].[C:42]([OH:51])(=[O:50])[CH2:43][CH2:44][CH2:45][CH2:46][C:47]([OH:49])=[O:48]. Product: [C:42]([OH:51])(=[O:50])[CH2:43][CH2:44][CH2:45][CH2:46][C:47]([OH:49])=[O:48].[CH3:3][C:2]([NH:14][C@@H:15]1[CH2:19][C@H:18]([C:20]2[CH:25]=[CH:24][CH:23]=[C:22]([O:26][C:27]([F:28])([F:29])[F:30])[CH:21]=2)[N:17]([C:31]2[CH:32]=[CH:33][C:34]([C:37]([F:38])([F:40])[F:39])=[CH:35][CH:36]=2)[C:16]1=[O:41])([C:4]1[CH:9]=[CH:8][N:7]=[C:6]([C:10]([F:11])([F:13])[F:12])[N:5]=1)[CH3:1]. The catalyst class is: 125.